From a dataset of Reaction yield outcomes from USPTO patents with 853,638 reactions. Predict the reaction yield, written as a fraction of the theoretical maximum amount of product (1.0 means a 100% yield; for example, 0.34 means a 34% yield). (1) The reactants are [CH:1]1([O:6][C:7]2[N:14]=[C:13]([O:15][C:16]3[CH:21]=[CH:20][C:19]([B:22]4[O:26]C(C)(C)C(C)(C)[O:23]4)=[C:18]([CH:31]=O)[CH:17]=3)[CH:12]=[CH:11][C:8]=2[C:9]#[N:10])[CH2:5][CH2:4][CH2:3][CH2:2]1.[BH4-].[Na+].Cl. The catalyst is CO. The product is [CH:1]1([O:6][C:7]2[N:14]=[C:13]([O:15][C:16]3[CH:21]=[CH:20][C:19]4[B:22]([OH:26])[O:23][CH2:31][C:18]=4[CH:17]=3)[CH:12]=[CH:11][C:8]=2[C:9]#[N:10])[CH2:2][CH2:3][CH2:4][CH2:5]1. The yield is 0.560. (2) The reactants are [CH:1]12[CH2:10][CH:5]3[CH2:6][CH:7]([CH2:9][CH:3]([CH2:4]3)[CH:2]1[NH:11][C:12](=[O:31])[C:13]([CH3:30])([N:15]([CH3:29])[S:16]([CH2:19][C:20]1[CH:25]=[CH:24][CH:23]=[CH:22][C:21]=1[N+:26]([O-:28])=[O:27])(=[O:18])=[O:17])[CH3:14])[CH2:8]2.[C:32](=O)=O.[Li+].C[Si]([N-][Si](C)(C)C)(C)C.CI.[Cl-].[NH4+]. The catalyst is C1COCC1.CC(C)=O. The product is [CH:1]12[CH2:8][CH:7]3[CH2:6][CH:5]([CH2:4][CH:3]([CH2:9]3)[CH:2]1[NH:11][C:12](=[O:31])[C:13]([CH3:14])([N:15]([CH3:29])[S:16]([CH:19]([C:20]1[CH:25]=[CH:24][CH:23]=[CH:22][C:21]=1[N+:26]([O-:28])=[O:27])[CH3:32])(=[O:18])=[O:17])[CH3:30])[CH2:10]2. The yield is 0.190. (3) The reactants are [CH3:1][O:2][C:3]1[C:8]2[O:9][CH2:10][O:11][C:7]=2[CH:6]=[C:5]([C:12](OC)=[O:13])[CH:4]=1.[H-].[H-].[H-].[H-].[Li+].[Al+3].O.[OH-].[Na+]. The catalyst is C1COCC1. The product is [CH3:1][O:2][C:3]1[C:8]2[O:9][CH2:10][O:11][C:7]=2[CH:6]=[C:5]([CH2:12][OH:13])[CH:4]=1. The yield is 0.520. (4) The reactants are [Si]([O:8][CH:9]([C:22]1[O:23][C:24]([C:27]2[CH:28]=[C:29]([CH:34]=[CH:35][N:36]=2)[C:30]([O:32][CH3:33])=[O:31])=[CH:25][N:26]=1)[CH2:10][CH2:11][CH2:12][CH2:13][CH2:14][CH2:15][C:16]1[CH:21]=[CH:20][CH:19]=[CH:18][CH:17]=1)(C(C)(C)C)(C)C.[Si](OC(C1OC([Sn](CCCC)(CCCC)CCCC)=CN=1)CCCCCCC1C=CC=CC=1)(C(C)(C)C)(C)C.ClC1C=C(C=CN=1)C(OC)=O. No catalyst specified. The product is [C:16]1([CH2:15][CH2:14][CH2:13][CH2:12][CH2:11][CH2:10][C:9]([C:22]2[O:23][C:24]([C:27]3[CH:28]=[C:29]([CH:34]=[CH:35][N:36]=3)[C:30]([O:32][CH3:33])=[O:31])=[CH:25][N:26]=2)=[O:8])[CH:21]=[CH:20][CH:19]=[CH:18][CH:17]=1. The yield is 0.710. (5) The reactants are [CH3:1][O:2][CH2:3][C@H:4]([CH3:31])[O:5][C:6]1[CH:7]=[C:8]([C:23]2[NH:27][C:26]([C:28]([OH:30])=O)=[CH:25][CH:24]=2)[CH:9]=[C:10]([O:12][C:13]2[CH:14]=[N:15][C:16]([S:19]([CH3:22])(=[O:21])=[O:20])=[CH:17][CH:18]=2)[CH:11]=1.[NH2:32][C@H:33]([CH3:37])[C@H:34]([OH:36])[CH3:35].[Cl-].COC1N=C(OC)N=C([N+]2(C)CCOCC2)N=1. The catalyst is CO. The product is [OH:36][C@H:34]([CH3:35])[C@H:33]([NH:32][C:28]([C:26]1[NH:27][C:23]([C:8]2[CH:9]=[C:10]([O:12][C:13]3[CH:14]=[N:15][C:16]([S:19]([CH3:22])(=[O:21])=[O:20])=[CH:17][CH:18]=3)[CH:11]=[C:6]([O:5][C@@H:4]([CH3:31])[CH2:3][O:2][CH3:1])[CH:7]=2)=[CH:24][CH:25]=1)=[O:30])[CH3:37]. The yield is 0.570.